Dataset: NCI-60 drug combinations with 297,098 pairs across 59 cell lines. Task: Regression. Given two drug SMILES strings and cell line genomic features, predict the synergy score measuring deviation from expected non-interaction effect. (1) Drug 1: C1=CC(=C2C(=C1NCCNCCO)C(=O)C3=C(C=CC(=C3C2=O)O)O)NCCNCCO. Drug 2: CN(C(=O)NC(C=O)C(C(C(CO)O)O)O)N=O. Cell line: SF-295. Synergy scores: CSS=62.6, Synergy_ZIP=-0.174, Synergy_Bliss=1.81, Synergy_Loewe=-3.08, Synergy_HSA=4.18. (2) Drug 1: CCN(CC)CCNC(=O)C1=C(NC(=C1C)C=C2C3=C(C=CC(=C3)F)NC2=O)C. Cell line: K-562. Synergy scores: CSS=16.4, Synergy_ZIP=4.76, Synergy_Bliss=8.26, Synergy_Loewe=6.66, Synergy_HSA=6.58. Drug 2: CCC1(CC2CC(C3=C(CCN(C2)C1)C4=CC=CC=C4N3)(C5=C(C=C6C(=C5)C78CCN9C7C(C=CC9)(C(C(C8N6C)(C(=O)OC)O)OC(=O)C)CC)OC)C(=O)OC)O.OS(=O)(=O)O.